Dataset: Reaction yield outcomes from USPTO patents with 853,638 reactions. Task: Predict the reaction yield, written as a fraction of the theoretical maximum amount of product (1.0 means a 100% yield; for example, 0.34 means a 34% yield). The reactants are [NH2:1][C@H:2]([CH2:19][CH:20]1[CH2:25][CH2:24][CH2:23][CH2:22][CH2:21]1)[C:3]([N:5]1[CH2:10][CH2:9][N:8]([C:11]2[CH:16]=[CH:15][CH:14]=[CH:13][C:12]=2[O:17][CH3:18])[CH2:7][CH2:6]1)=O.Cl. The catalyst is C1(C)C=CC=CC=1.O.C(OCC)C. The product is [CH:20]1([CH2:19][C@@H:2]([NH2:1])[CH2:3][N:5]2[CH2:10][CH2:9][N:8]([C:11]3[CH:16]=[CH:15][CH:14]=[CH:13][C:12]=3[O:17][CH3:18])[CH2:7][CH2:6]2)[CH2:25][CH2:24][CH2:23][CH2:22][CH2:21]1. The yield is 0.930.